From a dataset of Reaction yield outcomes from USPTO patents with 853,638 reactions. Predict the reaction yield, written as a fraction of the theoretical maximum amount of product (1.0 means a 100% yield; for example, 0.34 means a 34% yield). (1) The reactants are FC1C=C(C=C(F)C=1)C(Cl)=O.C([O:14][C:15]([C:17]1([NH:39]C(OC(C)(C)C)=O)[CH2:22][CH:21]([NH:23][C:24](=[O:33])[C:25]2[CH:30]=[C:29]([F:31])[CH:28]=[C:27]([F:32])[CH:26]=2)[CH:20]2[CH:18]1[CH:19]2[C:34]([O:36]CC)=[O:35])=[O:16])C. The product is [NH2:39][C:17]1([C:15]([OH:16])=[O:14])[CH2:22][CH:21]([NH:23][C:24](=[O:33])[C:25]2[CH:26]=[C:27]([F:32])[CH:28]=[C:29]([F:31])[CH:30]=2)[CH:20]2[CH:18]1[CH:19]2[C:34]([OH:36])=[O:35]. No catalyst specified. The yield is 0.670. (2) The reactants are [Cl:1][C:2]1[CH:28]=[C:27]([F:29])[C:26]([F:30])=[CH:25][C:3]=1[C:4]([NH:6][C:7](=[O:24])[NH:8][C:9]1[CH:14]=[C:13]([N+:15]([O-])=O)[CH:12]=[CH:11][C:10]=1[CH:18]=[CH:19][C:20]([O:22][CH3:23])=[O:21])=[O:5].Cl. The catalyst is [Zn].C(O)(=O)C. The product is [NH2:15][C:13]1[CH:12]=[CH:11][C:10]([CH:18]=[CH:19][C:20]([O:22][CH3:23])=[O:21])=[C:9]([NH:8][C:7]([NH:6][C:4](=[O:5])[C:3]2[CH:25]=[C:26]([F:30])[C:27]([F:29])=[CH:28][C:2]=2[Cl:1])=[O:24])[CH:14]=1. The yield is 1.00. (3) The reactants are Cl[CH2:2][C:3]1[S:7][C:6]([C:8]2[CH:13]=[CH:12][C:11]([C:14]([F:17])([F:16])[F:15])=[CH:10][CH:9]=2)=[N:5][C:4]=1[CH2:18][CH2:19][C:20]1[CH:25]=[CH:24][CH:23]=[CH:22][CH:21]=1.[CH2:26]([O:28][C:29](=[O:40])[CH2:30][O:31][C:32]1[CH:37]=[CH:36][C:35]([SH:38])=[CH:34][C:33]=1[CH3:39])[CH3:27].C([O-])([O-])=O.[Cs+].[Cs+]. The catalyst is C(#N)C. The product is [CH2:26]([O:28][C:29](=[O:40])[CH2:30][O:31][C:32]1[CH:37]=[CH:36][C:35]([S:38][CH2:2][C:3]2[S:7][C:6]([C:8]3[CH:13]=[CH:12][C:11]([C:14]([F:17])([F:16])[F:15])=[CH:10][CH:9]=3)=[N:5][C:4]=2[CH2:18][CH2:19][C:20]2[CH:25]=[CH:24][CH:23]=[CH:22][CH:21]=2)=[CH:34][C:33]=1[CH3:39])[CH3:27]. The yield is 0.835. (4) The reactants are C([O:8][C:9]1[C:14](=[O:15])[N:13]2[CH:16]=[C:17]([N:21]3[CH2:26][CH2:25][O:24][CH2:23][CH2:22]3)[CH:18]=[C:19](Br)[C:12]2=[N:11][C:10]=1[C:27]1[O:28][C:29]([CH2:32][C:33]2[CH:38]=[CH:37][C:36]([F:39])=[CH:35][CH:34]=2)=[CH:30][N:31]=1)C1C=CC=CC=1.[Si]([I:44])(C)(C)C.CO.[O-]S([O-])(=S)=O.[Na+].[Na+]. The catalyst is C(#N)C. The product is [F:39][C:36]1[CH:37]=[CH:38][C:33]([CH2:32][C:29]2[O:28][C:27]([C:10]3[N:11]=[C:12]4[C:19]([I:44])=[CH:18][C:17]([N:21]5[CH2:22][CH2:23][O:24][CH2:25][CH2:26]5)=[CH:16][N:13]4[C:14](=[O:15])[C:9]=3[OH:8])=[N:31][CH:30]=2)=[CH:34][CH:35]=1. The yield is 0.600. (5) The reactants are [CH3:1][C:2]1[O:6][N:5]=[C:4]([C:7]2[CH:12]=[CH:11][CH:10]=[CH:9][CH:8]=2)[C:3]=1[C:13]([NH:15][NH2:16])=[O:14].[C:17]([C:20]1[CH:28]=[CH:27][C:23]2[NH:24][N:25]=[N:26][C:22]=2[CH:21]=1)(O)=O. No catalyst specified. The product is [CH3:1][C:2]1[O:6][N:5]=[C:4]([C:7]2[CH:12]=[CH:11][CH:10]=[CH:9][CH:8]=2)[C:3]=1[C:13]1[O:14][C:17]([C:20]2[CH:28]=[CH:27][C:23]3[N:24]=[N:25][NH:26][C:22]=3[CH:21]=2)=[N:16][N:15]=1. The yield is 0.390. (6) The reactants are [Cl:1][C:2]1[CH:3]=[CH:4][C:5]2[N:6]([CH:8]=[C:9]([C:11]3[CH:12]=[CH:13][C:14]([CH2:18][CH3:19])=[C:15]([CH:17]=3)[NH2:16])[N:10]=2)[N:7]=1.C(#N)C.N1C=CC=CC=1.[CH3:29][C:30]([CH3:35])([CH3:34])[C:31](Cl)=[O:32]. The catalyst is O. The yield is 0.920. The product is [Cl:1][C:2]1[CH:3]=[CH:4][C:5]2[N:6]([CH:8]=[C:9]([C:11]3[CH:12]=[CH:13][C:14]([CH2:18][CH3:19])=[C:15]([NH:16][C:31](=[O:32])[C:30]([CH3:35])([CH3:34])[CH3:29])[CH:17]=3)[N:10]=2)[N:7]=1. (7) The reactants are Cl[C:2]1[S:3][C:4]([CH2:7][N:8]2[CH2:12][CH:11]([C:13]3[CH:18]=[C:17]([F:19])[CH:16]=[C:15]([F:20])[C:14]=3[F:21])[CH2:10][C:9]2=[O:22])=[CH:5][N:6]=1.[CH3:23][NH:24][CH3:25].O[Li].O. The catalyst is C1COCC1.O. The product is [CH3:23][N:24]([CH3:25])[C:2]1[S:3][C:4]([CH2:7][N:8]2[CH2:12][CH:11]([C:13]3[CH:18]=[C:17]([F:19])[CH:16]=[C:15]([F:20])[C:14]=3[F:21])[CH2:10][C:9]2=[O:22])=[CH:5][N:6]=1. The yield is 0.320. (8) The reactants are [CH3:1][O:2][C:3]1[CH:4]=[C:5]([CH:30]=[CH:31][C:32]=1[O:33][CH3:34])[CH2:6][NH:7][C:8]1[N:13]2[N:14]=[C:15]([C:17]3[O:18][CH:19]=[CH:20][CH:21]=3)[N:16]=[C:12]2[CH:11]=[C:10]([C:22]2[N:27]=[CH:26][C:25]([CH:28]=[O:29])=[CH:24][CH:23]=2)[N:9]=1.[BH4-].[Na+]. The catalyst is CO.C(Cl)(Cl)Cl. The product is [CH3:1][O:2][C:3]1[CH:4]=[C:5]([CH:30]=[CH:31][C:32]=1[O:33][CH3:34])[CH2:6][NH:7][C:8]1[N:13]2[N:14]=[C:15]([C:17]3[O:18][CH:19]=[CH:20][CH:21]=3)[N:16]=[C:12]2[CH:11]=[C:10]([C:22]2[N:27]=[CH:26][C:25]([CH2:28][OH:29])=[CH:24][CH:23]=2)[N:9]=1. The yield is 0.960.